This data is from Catalyst prediction with 721,799 reactions and 888 catalyst types from USPTO. The task is: Predict which catalyst facilitates the given reaction. (1) Reactant: C(OCC[CH2:7][CH2:8][CH2:9][N:10]=[N+:11]=[N-:12])(=O)C.[C:13]([O-:16])([O-])=O.[K+].[K+].[C:19]([O-])(=O)C.[K]. Product: [N:10]([CH:9]([CH3:19])[CH2:8][CH2:7][CH2:13][OH:16])=[N+:11]=[N-:12]. The catalyst class is: 24. (2) Product: [CH3:1][O:2][C:3]1[CH:11]=[C:10]2[C:6]([CH2:7][CH:8]([CH2:13][C:14]3[CH:19]=[CH:18][CH:17]=[C:16]([C:20]([F:22])([F:21])[F:23])[CH:15]=3)[C:9]2=[O:12])=[CH:5][C:4]=1[N:24]1[CH2:25][CH2:26][N:27]([CH3:30])[CH2:28][CH2:29]1. The catalyst class is: 94. Reactant: [CH3:1][O:2][C:3]1[CH:11]=[C:10]2[C:6]([CH2:7]/[C:8](=[CH:13]\[C:14]3[CH:19]=[CH:18][CH:17]=[C:16]([C:20]([F:23])([F:22])[F:21])[CH:15]=3)/[C:9]2=[O:12])=[CH:5][C:4]=1[N:24]1[CH2:29][CH2:28][N:27]([CH3:30])[CH2:26][CH2:25]1. (3) Product: [NH2:1][C:2]1[C:9]([N+:10]([O-:12])=[O:11])=[CH:8][C:5]([CH:6]2[C:26]3[C:27](=[O:29])[CH2:28][CH:23]([CH2:20][CH2:21][CH3:22])[CH2:24][C:25]=3[NH:19][C:15]([CH3:14])=[C:16]2[C:17]#[N:18])=[CH:4][C:3]=1[Br:13]. Reactant: [NH2:1][C:2]1[C:9]([N+:10]([O-:12])=[O:11])=[CH:8][C:5]([CH:6]=O)=[CH:4][C:3]=1[Br:13].[CH3:14]/[C:15](/[NH2:19])=[CH:16]\[C:17]#[N:18].[CH2:20]([CH:23]1[CH2:28][C:27](=[O:29])[CH2:26][C:25](=O)[CH2:24]1)[CH2:21][CH3:22]. The catalyst class is: 8. (4) Reactant: [Se-2:1].[Na+].[Na+].Cl[C:5]1[CH2:10][CH2:9][CH2:8][CH2:7][C:6]=1[C:11]#[N:12].Cl[CH2:14][C:15]#[N:16].C[O-].[Na+]. Product: [NH2:12][C:11]1[C:6]2[CH2:7][CH2:8][CH2:9][CH2:10][C:5]=2[Se:1][C:14]=1[C:15]#[N:16]. The catalyst class is: 656. (5) Reactant: [CH2:1]([O:8][C:9]([C:11]1[C:19]2[C:14](=[CH:15][CH:16]=[C:17]([CH2:20][CH2:21]OS(C)(=O)=O)[CH:18]=2)[NH:13][C:12]=1[CH3:27])=[O:10])[C:2]1[CH:7]=[CH:6][CH:5]=[CH:4][CH:3]=1.[NH:28]1[CH2:33][CH2:32][CH2:31][CH2:30][CH2:29]1. Product: [CH2:1]([O:8][C:9]([C:11]1[C:19]2[C:14](=[CH:15][CH:16]=[C:17]([CH2:20][CH2:21][N:28]3[CH2:33][CH2:32][CH2:31][CH2:30][CH2:29]3)[CH:18]=2)[NH:13][C:12]=1[CH3:27])=[O:10])[C:2]1[CH:7]=[CH:6][CH:5]=[CH:4][CH:3]=1. The catalyst class is: 12. (6) Product: [CH3:1][O:2][C:3](=[O:19])[CH:4]([O:16][CH2:17][CH3:18])[CH2:5][C:6]1[C:14]2[CH:13]=[CH:12][S:11][C:10]=2[C:9]([O:15][CH2:21][C:22]2[N:23]=[C:24]([C:28]3[CH:29]=[CH:30][C:31]([C:34]([CH3:37])([CH3:36])[CH3:35])=[CH:32][CH:33]=3)[O:25][C:26]=2[CH3:27])=[CH:8][CH:7]=1. Reactant: [CH3:1][O:2][C:3](=[O:19])[CH:4]([O:16][CH2:17][CH3:18])[CH2:5][C:6]1[C:14]2[CH:13]=[CH:12][S:11][C:10]=2[C:9]([OH:15])=[CH:8][CH:7]=1.Cl[CH2:21][C:22]1[N:23]=[C:24]([C:28]2[CH:33]=[CH:32][C:31]([C:34]([CH3:37])([CH3:36])[CH3:35])=[CH:30][CH:29]=2)[O:25][C:26]=1[CH3:27].C(C1C=CC(C=O)=CC=1)(C)(C)C.O=P(Cl)(Cl)Cl.[H-].[Na+]. The catalyst class is: 9. (7) Reactant: [OH-].[Li+].[Cl:3][C:4]1[CH:9]=[CH:8][C:7]([N+:10]([O-:12])=[O:11])=[CH:6][C:5]=1B(O)O.Cl[C:17]1[C:22]2[CH:23]=[CH:24][S:25][C:21]=2[CH:20]=[CH:19][N:18]=1. Product: [Cl:3][C:4]1[CH:9]=[CH:8][C:7]([N+:10]([O-:12])=[O:11])=[CH:6][C:5]=1[C:17]1[C:22]2[CH:23]=[CH:24][S:25][C:21]=2[CH:20]=[CH:19][N:18]=1. The catalyst class is: 109. (8) Reactant: [Cl:1][C:2]1[CH:3]=[C:4]2[CH:10]=[C:9]([C:11]([NH:13][C@@H:14]([CH2:18][C:19]3[CH:24]=[CH:23][C:22]([F:25])=[CH:21][CH:20]=3)[C:15]([OH:17])=O)=[O:12])[NH:8][C:5]2=[CH:6][N:7]=1.CN(C(ON1N=NC2C=CC=NC1=2)=[N+](C)C)C.F[P-](F)(F)(F)(F)F.[OH:50][CH:51]1[CH2:56][CH2:55][NH:54][CH2:53][CH2:52]1.CCN(C(C)C)C(C)C. Product: [F:25][C:22]1[CH:23]=[CH:24][C:19]([CH2:18][C@H:14]([NH:13][C:11]([C:9]2[NH:8][C:5]3=[CH:6][N:7]=[C:2]([Cl:1])[CH:3]=[C:4]3[CH:10]=2)=[O:12])[C:15]([N:54]2[CH2:55][CH2:56][CH:51]([OH:50])[CH2:52][CH2:53]2)=[O:17])=[CH:20][CH:21]=1. The catalyst class is: 3.